From a dataset of Forward reaction prediction with 1.9M reactions from USPTO patents (1976-2016). Predict the product of the given reaction. (1) Given the reactants [CH3:1][O:2][C:3]([C:5]1[CH:13]=[C:12]2[C:8]([CH:9]=[C:10]([CH3:14])[NH:11]2)=[CH:7][CH:6]=1)=[O:4].[Cl:15][C:16]1[CH:23]=[CH:22][CH:21]=[CH:20][C:17]=1[CH2:18]Br.C(=O)([O-])[O-].[K+].[K+], predict the reaction product. The product is: [Cl:15][C:16]1[CH:23]=[CH:22][CH:21]=[CH:20][C:17]=1[CH2:18][N:11]1[C:12]2[C:8](=[CH:7][CH:6]=[C:5]([C:3]([O:2][CH3:1])=[O:4])[CH:13]=2)[CH:9]=[C:10]1[CH3:14]. (2) Given the reactants [F:1][C:2]1[CH:7]=[CH:6][C:5]([N:8]2[C:16]3[C:11](=[CH:12][C:13]([O:17][C@H:18]([C:22]4[CH:27]=[CH:26][CH:25]=[C:24]([O:28][CH3:29])[CH:23]=4)[C@@H:19]([NH2:21])[CH3:20])=[CH:14][CH:15]=3)[CH:10]=[N:9]2)=[CH:4][CH:3]=1.[F:30][CH2:31][C:32](Cl)=[O:33], predict the reaction product. The product is: [F:30][CH2:31][C:32]([NH:21][C@@H:19]([CH3:20])[C@H:18]([O:17][C:13]1[CH:12]=[C:11]2[C:16](=[CH:15][CH:14]=1)[N:8]([C:5]1[CH:4]=[CH:3][C:2]([F:1])=[CH:7][CH:6]=1)[N:9]=[CH:10]2)[C:22]1[CH:27]=[CH:26][CH:25]=[C:24]([O:28][CH3:29])[CH:23]=1)=[O:33].